This data is from Reaction yield outcomes from USPTO patents with 853,638 reactions. The task is: Predict the reaction yield, written as a fraction of the theoretical maximum amount of product (1.0 means a 100% yield; for example, 0.34 means a 34% yield). (1) The reactants are [Cl:1][C:2]1[CH:10]=[CH:9][C:8]([C:11]2[N:12]([C:22]([O:24][C:25]([CH3:28])([CH3:27])[CH3:26])=[O:23])[C:13]3[C:18]([CH:19]=2)=[CH:17][C:16]([CH:20]=O)=[CH:15][CH:14]=3)=[C:7]2[C:3]=1[CH2:4][NH:5][C:6]2=[O:29].[C:30]([CH2:32][CH2:33][N:34]1[CH2:39][CH2:38][NH:37][CH2:36][CH2:35]1)#[N:31].C(O)(=O)C.C(O[BH-](OC(=O)C)OC(=O)C)(=O)C.[Na+].C(=O)([O-])[O-].[Na+].[Na+]. The catalyst is C(#N)C.O. The product is [Cl:1][C:2]1[CH:10]=[CH:9][C:8]([C:11]2[N:12]([C:22]([O:24][C:25]([CH3:27])([CH3:26])[CH3:28])=[O:23])[C:13]3[C:18]([CH:19]=2)=[CH:17][C:16]([CH2:20][N:37]2[CH2:38][CH2:39][N:34]([CH2:33][CH2:32][C:30]#[N:31])[CH2:35][CH2:36]2)=[CH:15][CH:14]=3)=[C:7]2[C:3]=1[CH2:4][NH:5][C:6]2=[O:29]. The yield is 1.00. (2) The reactants are Cl[C:2]1[N:6]([CH3:7])[N:5]=[CH:4][C:3]=1[N+:8]([O-:10])=[O:9].[F:11][C@@H:12]1[CH2:16][CH2:15][NH:14][CH2:13]1. No catalyst specified. The product is [F:11][C@@H:12]1[CH2:16][CH2:15][N:14]([C:2]2[N:6]([CH3:7])[N:5]=[CH:4][C:3]=2[N+:8]([O-:10])=[O:9])[CH2:13]1. The yield is 0.580. (3) The reactants are [Br:1][C:2]1[CH:7]=[CH:6][C:5](/[C:8](=[N:10]/O)/[CH3:9])=[C:4]([OH:12])[CH:3]=1.BrC1C=CC(C(=O)C)=C(O)C=1.C([O-])(=O)C.[Na+].Cl.NO. The catalyst is O. The product is [Br:1][C:2]1[CH:7]=[CH:6][C:5]2[C:8]([CH3:9])=[N:10][O:12][C:4]=2[CH:3]=1. The yield is 0.634. (4) The reactants are Cl[C:2]1[N:6]2[CH:7]=[C:8]([F:11])[CH:9]=[CH:10][C:5]2=[N:4][N:3]=1.[CH3:12][C:13]1([OH:19])[CH2:18][CH2:17][NH:16][CH2:15][CH2:14]1.N. The catalyst is CN1C(=O)CCC1.CO.C(Cl)Cl. The product is [F:11][C:8]1[CH:9]=[CH:10][C:5]2[N:6]([C:2]([N:16]3[CH2:17][CH2:18][C:13]([CH3:12])([OH:19])[CH2:14][CH2:15]3)=[N:3][N:4]=2)[CH:7]=1. The yield is 0.320. (5) The reactants are [OH:1][C:2]1([C:15]2[S:16][CH:17]=[CH:18][N:19]=2)[CH2:7][CH2:6][CH:5]([C:8]([O:10][CH2:11][CH2:12][CH2:13][CH3:14])=[O:9])[CH2:4][CH2:3]1.CN(C=O)C.C1C(=O)N([Br:32])C(=O)C1. The catalyst is O.C(OCC)(=O)C. The product is [Br:32][C:17]1[S:16][C:15]([C:2]2([OH:1])[CH2:7][CH2:6][CH:5]([C:8]([O:10][CH2:11][CH2:12][CH2:13][CH3:14])=[O:9])[CH2:4][CH2:3]2)=[N:19][CH:18]=1. The yield is 0.780. (6) The reactants are P(Cl)(Cl)([Cl:3])=O.CN(C)C1C=CC=CC=1.O[C:16]1[N:21]2[N:22]=[CH:23][CH:24]=[C:20]2[N:19]=[C:18]([S:25][CH3:26])[C:17]=1[C:27]#[N:28]. No catalyst specified. The product is [Cl:3][C:16]1[N:21]2[N:22]=[CH:23][CH:24]=[C:20]2[N:19]=[C:18]([S:25][CH3:26])[C:17]=1[C:27]#[N:28]. The yield is 0.800. (7) The reactants are [F:1][C:2]1([F:46])[C:10]2[C:5](=[CH:6][CH:7]=[CH:8][CH:9]=2)[N:4]([CH2:11][CH2:12][CH2:13][N:14]2[CH2:44][CH2:43][C:17]3([N:21]([C:22]4[CH:27]=[CH:26][CH:25]=[CH:24][CH:23]=4)[CH2:20][N:19]([CH2:28][C:29]4[CH:30]=[C:31]([CH:39]=[CH:40][CH:41]=4)[C:32]([O:34]C(C)(C)C)=[O:33])[C:18]3=[O:42])[CH2:16][CH2:15]2)[C:3]1=[O:45]. The catalyst is Cl.O1CCOCC1. The product is [F:46][C:2]1([F:1])[C:10]2[C:5](=[CH:6][CH:7]=[CH:8][CH:9]=2)[N:4]([CH2:11][CH2:12][CH2:13][N:14]2[CH2:15][CH2:16][C:17]3([N:21]([C:22]4[CH:23]=[CH:24][CH:25]=[CH:26][CH:27]=4)[CH2:20][N:19]([CH2:28][C:29]4[CH:30]=[C:31]([CH:39]=[CH:40][CH:41]=4)[C:32]([OH:34])=[O:33])[C:18]3=[O:42])[CH2:43][CH2:44]2)[C:3]1=[O:45]. The yield is 0.420. (8) The reactants are [Br:1][C:2]1[C:3]([F:15])=[C:4]([CH:8](C(O)=O)[C:9]([OH:11])=[O:10])[CH:5]=[CH:6][CH:7]=1. The catalyst is O1CCOCC1. The product is [Br:1][C:2]1[C:3]([F:15])=[C:4]([CH2:8][C:9]([OH:11])=[O:10])[CH:5]=[CH:6][CH:7]=1. The yield is 0.960. (9) The catalyst is C1COCC1. The product is [CH3:24][O:23][C:18]1[CH:17]=[C:16]([O:25][CH3:26])[CH:15]=[C:14]2[C:19]=1[C:20](=[O:22])[NH:21][C:12]([C:8]1[CH:9]=[C:10]([CH3:11])[C:5]([O:4][CH2:3][CH2:2][NH:1][C:30]([NH:29][CH3:28])=[O:31])=[C:6]([CH3:27])[CH:7]=1)=[N:13]2. The reactants are [NH2:1][CH2:2][CH2:3][O:4][C:5]1[C:10]([CH3:11])=[CH:9][C:8]([C:12]2[NH:21][C:20](=[O:22])[C:19]3[C:14](=[CH:15][C:16]([O:25][CH3:26])=[CH:17][C:18]=3[O:23][CH3:24])[N:13]=2)=[CH:7][C:6]=1[CH3:27].[CH3:28][N:29]=[C:30]=[O:31].CCN(CC)CC. The yield is 0.710. (10) The reactants are [CH3:1][O:2][C:3]([C:5]1[CH:6]=[CH:7][C:8]2[O:13][CH:12](Br)[CH:11](Br)[N:10]([C:16]([O:18][C:19]([CH3:22])([CH3:21])[CH3:20])=[O:17])[C:9]=2[CH:23]=1)=[O:4].[Na+].[I-]. The catalyst is CC(C)=O. The product is [CH3:1][O:2][C:3]([C:5]1[CH:6]=[CH:7][C:8]2[O:13][CH:12]=[CH:11][N:10]([C:16]([O:18][C:19]([CH3:21])([CH3:20])[CH3:22])=[O:17])[C:9]=2[CH:23]=1)=[O:4]. The yield is 0.920.